Task: Predict which catalyst facilitates the given reaction.. Dataset: Catalyst prediction with 721,799 reactions and 888 catalyst types from USPTO (1) Reactant: [OH:1][CH2:2][C:3]1[CH:4]=[C:5]([CH2:11][OH:12])[CH:6]=[CH:7][C:8]=1[CH2:9][OH:10].[CH:13](=O)[C:14]1[CH:19]=[CH:18][CH:17]=[CH:16][CH:15]=1.O.[O-2].[O-2].[O-2].O=[Si]=O.O=[Si]=O.O=[Si]=O.O=[Si]=O.[Al+3].[Al+3]. Product: [C:14]1([CH:13]2[O:1][CH2:2][C:3]3[CH:4]=[C:5]([CH2:11][OH:12])[CH:6]=[CH:7][C:8]=3[CH2:9][O:10]2)[CH:19]=[CH:18][CH:17]=[CH:16][CH:15]=1. The catalyst class is: 11. (2) Reactant: [NH2:1][C:2]1[CH:9]=[CH:8][C:5]([CH2:6][NH2:7])=[CH:4][CH:3]=1.C([O-])(O)=O.[Na+].[N+:15]([C:18]1[CH:23]=[C:22]([N+:24]([O-:26])=[O:25])[CH:21]=[CH:20][C:19]=1F)([O-:17])=[O:16]. Product: [NH2:1][C:2]1[CH:9]=[CH:8][C:5]([CH2:6][NH:7][C:19]2[CH:20]=[CH:21][C:22]([N+:24]([O-:26])=[O:25])=[CH:23][C:18]=2[N+:15]([O-:17])=[O:16])=[CH:4][CH:3]=1. The catalyst class is: 18. (3) Reactant: [C:1]([O:5][C:6](=[O:18])[NH:7][C@@:8]1([CH3:17])[CH2:10][C@@H:9]1[C:11]1[CH:16]=[CH:15][CH:14]=[CH:13][CH:12]=1)([CH3:4])([CH3:3])[CH3:2].[H-].[Na+].Cl.Cl[CH2:23][C:24]([N:26]1[CH2:31][CH2:30][N:29]([CH3:32])[CH2:28][CH2:27]1)=[O:25]. Product: [C:1]([O:5][C:6](=[O:18])[N:7]([C@@:8]1([CH3:17])[CH2:10][C@@H:9]1[C:11]1[CH:12]=[CH:13][CH:14]=[CH:15][CH:16]=1)[CH2:23][C:24]([N:26]1[CH2:31][CH2:30][N:29]([CH3:32])[CH2:28][CH2:27]1)=[O:25])([CH3:4])([CH3:2])[CH3:3]. The catalyst class is: 3. (4) Reactant: [CH2:1]([NH2:4])[CH2:2][CH3:3].Cl[C:6]1[CH:11]=[C:10]([C:12]([F:15])([F:14])[F:13])[CH:9]=[CH:8][N:7]=1.CN1CCCC1=O. Product: [CH2:1]([NH:4][C:6]1[CH:11]=[C:10]([C:12]([F:15])([F:14])[F:13])[CH:9]=[CH:8][N:7]=1)[CH2:2][CH3:3]. The catalyst class is: 6. (5) Reactant: [CH3:1][N:2]([CH2:9][CH2:10][O:11][C:12]1[CH:25]=[CH:24][C:15]([CH2:16][CH:17]2[S:21][C:20](=[O:22])[NH:19][C:18]2=[O:23])=[CH:14][CH:13]=1)[C:3]1[CH:8]=[CH:7][CH:6]=[CH:5][N:4]=1.C(#N)C.[ClH:29]. Product: [ClH:29].[CH3:1][N:2]([CH2:9][CH2:10][O:11][C:12]1[CH:25]=[CH:24][C:15]([CH2:16][CH:17]2[S:21][C:20](=[O:22])[NH:19][C:18]2=[O:23])=[CH:14][CH:13]=1)[C:3]1[CH:8]=[CH:7][CH:6]=[CH:5][N:4]=1. The catalyst class is: 41.